Task: Predict the reactants needed to synthesize the given product.. Dataset: Full USPTO retrosynthesis dataset with 1.9M reactions from patents (1976-2016) (1) Given the product [N+:17]([C:14]1[CH:15]=[CH:16][C:11]([S:1][C:2]2[CH:7]=[CH:6][CH:5]=[CH:4][N:3]=2)=[CH:12][CH:13]=1)([O-:19])=[O:18], predict the reactants needed to synthesize it. The reactants are: [SH:1][C:2]1[CH:7]=[CH:6][CH:5]=[CH:4][N:3]=1.[H-].[Na+].F[C:11]1[CH:16]=[CH:15][C:14]([N+:17]([O-:19])=[O:18])=[CH:13][CH:12]=1. (2) Given the product [OH:8][N:9]([CH2:12][C@H:13]([C:14]([N:22]1[CH2:26][CH2:25][CH2:24][C@H:23]1[C:27]1[NH:28][C:29]2[CH:39]=[C:38]3[C:33](=[CH:32][C:30]=2[N:31]=1)[CH:34]=[CH:35][CH:36]=[CH:37]3)=[O:15])[CH2:17][CH2:18][CH2:19][CH2:20][CH3:21])[CH:10]=[O:11], predict the reactants needed to synthesize it. The reactants are: C([O:8][N:9]([CH2:12][C@@H:13]([CH2:17][CH2:18][CH2:19][CH2:20][CH3:21])[C:14](O)=[O:15])[CH:10]=[O:11])C1C=CC=CC=1.[NH:22]1[CH2:26][CH2:25][CH2:24][C@H:23]1[C:27]1[NH:31][C:30]2[CH:32]=[C:33]3[C:38](=[CH:39][C:29]=2[N:28]=1)[CH:37]=[CH:36][CH:35]=[CH:34]3. (3) The reactants are: [C:1]([C:4]1[CH:13]=[CH:12][C:11]2[C:6](=[C:7]([Br:14])[CH:8]=[CH:9][CH:10]=2)[N:5]=1)(=O)[CH3:2].[CH:15]([C:18]1[CH:24]=[CH:23][CH:22]=[C:21]([CH:25]([CH3:27])[CH3:26])[C:19]=1[NH2:20])([CH3:17])[CH3:16].C1(C)C=CC(S(O)(=O)=O)=CC=1. Given the product [Br:14][C:7]1[CH:8]=[CH:9][CH:10]=[C:11]2[C:6]=1[N:5]=[C:4](/[C:1](=[N:20]/[C:19]1[C:21]([CH:25]([CH3:26])[CH3:27])=[CH:22][CH:23]=[CH:24][C:18]=1[CH:15]([CH3:17])[CH3:16])/[CH3:2])[CH:13]=[CH:12]2, predict the reactants needed to synthesize it. (4) Given the product [NH2:1][C:2]1[C:10]2[C:5](=[N:6][C:7]([CH3:15])=[CH:8][C:9]=2[C:11]([F:14])([F:13])[F:12])[S:4][C:3]=1[C:16]([OH:18])=[O:17], predict the reactants needed to synthesize it. The reactants are: [NH2:1][C:2]1[C:10]2[C:5](=[N:6][C:7]([CH3:15])=[CH:8][C:9]=2[C:11]([F:14])([F:13])[F:12])[S:4][C:3]=1[C:16]([O:18]CC)=[O:17].[OH-].[K+].CO.